From a dataset of Full USPTO retrosynthesis dataset with 1.9M reactions from patents (1976-2016). Predict the reactants needed to synthesize the given product. (1) Given the product [C:33]1([O:32][C:31]2[CH:30]=[CH:29][C:28]([C:10]3[C:3]4[C:2]([Cl:1])=[N:7][CH:6]=[N:5][C:4]=4[N:8]([C@H:12]4[CH2:17][CH2:16][C@H:15]([N:18]5[CH2:23][CH2:22][N:21]([CH3:24])[CH2:20][CH2:19]5)[CH2:14][CH2:13]4)[CH:9]=3)=[CH:27][C:26]=2[F:25])[CH:34]=[CH:35][CH:36]=[CH:37][CH:38]=1, predict the reactants needed to synthesize it. The reactants are: [Cl:1][C:2]1[C:3]2[C:10](I)=[CH:9][N:8]([C@H:12]3[CH2:17][CH2:16][C@H:15]([N:18]4[CH2:23][CH2:22][N:21]([CH3:24])[CH2:20][CH2:19]4)[CH2:14][CH2:13]3)[C:4]=2[N:5]=[CH:6][N:7]=1.[F:25][C:26]1[CH:27]=[C:28](B2OC(C)(C)C(C)(C)O2)[CH:29]=[CH:30][C:31]=1[O:32][C:33]1[CH:38]=[CH:37][CH:36]=[CH:35][CH:34]=1.ClC1C2C(C3C=CC(OC4C=CC=CC=4)=C(C=3)C#N)=CN([C@H]3CC[C@H](N4CCN(C)CC4)CC3)C=2N=CN=1.CO[C@@H]1[C@@H](C(OC)=O)[C@@H]2[C@@H](CN3[C@H](C2)C2NC4C=C(OC)C=CC=4C=2CC3)C[C@H]1OC(C1C=C(OC)C(OC)=C(OC)C=1)=O. (2) Given the product [Cl:16][C:7]1[C:6]([C:13]#[N:14])=[CH:5][C:4]2[CH2:3][N:2]([CH3:1])[CH2:11][CH2:10][C:9]=2[N:8]=1, predict the reactants needed to synthesize it. The reactants are: [CH3:1][N:2]1[CH2:11][CH2:10][C:9]2[NH:8][C:7](=O)[C:6]([C:13]#[N:14])=[CH:5][C:4]=2[CH2:3]1.P(Cl)(Cl)(Cl)(Cl)[Cl:16].O=P(Cl)(Cl)Cl.C([O-])(O)=O.[Na+]. (3) Given the product [F:28][C:21]1[CH:20]=[C:19]([CH:29]([NH:31][C:32]([C:34]2[N:35]=[C:36]([C:5]3[CH:6]=[C:7]([C:9]([F:12])([F:11])[F:10])[CH:8]=[C:3]([O:2][CH3:1])[CH:4]=3)[O:37][CH:38]=2)=[O:33])[CH3:30])[CH:18]=[C:17]([F:16])[C:22]=1[NH:23][S:24]([CH3:27])(=[O:26])=[O:25], predict the reactants needed to synthesize it. The reactants are: [CH3:1][O:2][C:3]1[CH:4]=[C:5](B(O)O)[CH:6]=[C:7]([C:9]([F:12])([F:11])[F:10])[CH:8]=1.[F:16][C:17]1[CH:18]=[C:19]([CH:29]([NH:31][C:32]([C:34]2[N:35]=[C:36](Cl)[O:37][CH:38]=2)=[O:33])[CH3:30])[CH:20]=[C:21]([F:28])[C:22]=1[NH:23][S:24]([CH3:27])(=[O:26])=[O:25].C([O-])([O-])=O.[Cs+].[Cs+]. (4) Given the product [Br:1][C:2]1[CH:7]=[CH:6][C:5]([N+:8]([O-:10])=[O:9])=[C:4]2[C:3]=1[NH:11][C:20]([CH3:21])=[C:19]2[O:18][C:17]1[CH:16]=[CH:15][C:14]([Cl:13])=[CH:24][CH:23]=1, predict the reactants needed to synthesize it. The reactants are: [Br:1][C:2]1[CH:7]=[CH:6][C:5]([N+:8]([O-:10])=[O:9])=[CH:4][C:3]=1[NH:11]N.[Cl:13][C:14]1[CH:24]=[CH:23][C:17]([O:18][CH2:19][C:20](=O)[CH3:21])=[CH:16][CH:15]=1. (5) Given the product [CH3:30][O:10][C:9](=[O:11])[CH2:8][C:5]1[CH:6]=[CH:7][C:2]([OH:1])=[C:3]([O:12][C:13]2[CH:18]=[CH:17][C:16]([N+:19]([O-:21])=[O:20])=[CH:15][C:14]=2[CH2:22][S:23][CH2:24][C:25]([F:28])([F:26])[F:27])[CH:4]=1, predict the reactants needed to synthesize it. The reactants are: [OH:1][C:2]1[CH:7]=[CH:6][C:5]([CH2:8][C:9]([OH:11])=[O:10])=[CH:4][C:3]=1[O:12][C:13]1[CH:18]=[CH:17][C:16]([N+:19]([O-:21])=[O:20])=[CH:15][C:14]=1[CH2:22][S:23][CH2:24][C:25]([F:28])([F:27])[F:26].Cl.[CH3:30]CO. (6) Given the product [C:22]([O:21][C@@H:20]1[C@H:30]([O:31][C:32](=[O:39])[C:33]2[CH:38]=[CH:37][CH:36]=[CH:35][CH:34]=2)[C@@H:40]([CH2:42][O:43][C:44](=[O:51])[C:45]2[CH:46]=[CH:47][CH:48]=[CH:49][CH:50]=2)[O:41][C@H:19]1[N:10]1[CH:9]=[N:8][C:7]2[C:11]1=[N:12][CH:13]=[N:14][C:6]=2[N:1]1[CH:5]=[CH:4][N:3]=[CH:2]1)(=[O:29])[C:23]1[CH:28]=[CH:27][CH:26]=[CH:25][CH:24]=1, predict the reactants needed to synthesize it. The reactants are: [N:1]1([C:6]2[N:14]=[CH:13][N:12]=[C:11]3[C:7]=2[NH:8][CH:9]=[N:10]3)[CH:5]=[CH:4][N:3]=[CH:2]1.C(O[C@@H:19]1[O:41][C@H:40]([CH2:42][O:43][C:44](=[O:51])[C:45]2[CH:50]=[CH:49][CH:48]=[CH:47][CH:46]=2)[C@@H:30]([O:31][C:32](=[O:39])[C:33]2[CH:38]=[CH:37][CH:36]=[CH:35][CH:34]=2)[C@H:20]1[O:21][C:22](=[O:29])[C:23]1[CH:28]=[CH:27][CH:26]=[CH:25][CH:24]=1)(=O)C.C([O-])(O)=O.[Na+].O.